From a dataset of Reaction yield outcomes from USPTO patents with 853,638 reactions. Predict the reaction yield, written as a fraction of the theoretical maximum amount of product (1.0 means a 100% yield; for example, 0.34 means a 34% yield). (1) The reactants are [CH3:1][S:2](Cl)(=[O:4])=[O:3].[NH2:6][CH2:7][CH2:8][N:9]1[N:13]=[N:12][C:11]([C@@H:14]2[CH2:20][C@:19]3([C:29]4[CH:34]=[CH:33][CH:32]=[CH:31][CH:30]=4)[N:21]([CH2:22][C:23]4[CH:28]=[CH:27][CH:26]=[CH:25][CH:24]=4)[C@H:15]2[CH2:16][CH2:17][C@H:18]3[O:35][CH2:36][C:37]2[CH:42]=[C:41]([C:43]([F:46])([F:45])[F:44])[CH:40]=[C:39]([C:47]([F:50])([F:49])[F:48])[CH:38]=2)=[N:10]1.C(N(CC)CC)C. The catalyst is ClCCl. The product is [CH2:22]([N:21]1[C@@H:15]2[C@H:14]([C:11]3[N:12]=[N:13][N:9]([CH2:8][CH2:7][NH:6][S:2]([CH3:1])(=[O:4])=[O:3])[N:10]=3)[CH2:20][C@@:19]1([C:29]1[CH:34]=[CH:33][CH:32]=[CH:31][CH:30]=1)[C@H:18]([O:35][CH2:36][C:37]1[CH:42]=[C:41]([C:43]([F:44])([F:45])[F:46])[CH:40]=[C:39]([C:47]([F:49])([F:50])[F:48])[CH:38]=1)[CH2:17][CH2:16]2)[C:23]1[CH:28]=[CH:27][CH:26]=[CH:25][CH:24]=1. The yield is 0.940. (2) The reactants are [F:1][C:2]1[CH:7]=[CH:6][C:5]([CH:8]2[C:17]([CH3:19])([CH3:18])[CH2:16][C:15]3[C:10](=[CH:11][CH:12]=[C:13]([C:20]([O:22][CH3:23])=[O:21])[CH:14]=3)[NH:9]2)=[CH:4][C:3]=1[N+:24]([O-])=O.C(N(CC)C(C)C)(C)C.[C:36](Cl)(=[O:43])[C:37]1[CH:42]=[CH:41][CH:40]=[CH:39][CH:38]=1. The catalyst is ClCCl. The product is [C:36]([NH:24][C:3]1[CH:4]=[C:5]([CH:8]2[C:17]([CH3:19])([CH3:18])[CH2:16][C:15]3[C:10](=[CH:11][CH:12]=[C:13]([C:20]([O:22][CH3:23])=[O:21])[CH:14]=3)[NH:9]2)[CH:6]=[CH:7][C:2]=1[F:1])(=[O:43])[C:37]1[CH:42]=[CH:41][CH:40]=[CH:39][CH:38]=1. The yield is 0.940. (3) The reactants are Br[C:2]1[N:7]=[C:6]([C:8]([O:10][CH3:11])=[O:9])[CH:5]=[CH:4][C:3]=1[F:12].[F:13][C:14]1[CH:19]=[C:18]([CH:20]2[CH2:25][CH2:24][O:23][CH2:22][CH2:21]2)[CH:17]=[C:16]([F:26])[C:15]=1B1OC(C)(C)C(C)(C)O1. No catalyst specified. The product is [F:13][C:14]1[CH:19]=[C:18]([CH:20]2[CH2:25][CH2:24][O:23][CH2:22][CH2:21]2)[CH:17]=[C:16]([F:26])[C:15]=1[C:2]1[N:7]=[C:6]([C:8]([O:10][CH3:11])=[O:9])[CH:5]=[CH:4][C:3]=1[F:12]. The yield is 0.590. (4) The catalyst is N1C=CC=CC=1. The yield is 0.960. The product is [C:1]([C:4]1[CH:5]=[CH:6][C:7]([O:14][S:20]([C:19]([F:32])([F:31])[F:18])(=[O:22])=[O:21])=[C:8]([CH:13]=1)[C:9]([O:11][CH3:12])=[O:10])(=[O:3])[CH3:2]. The reactants are [C:1]([C:4]1[CH:13]=[C:8]([C:9]([O:11][CH3:12])=[O:10])[C:7]([OH:14])=[CH:6][CH:5]=1)(=[O:3])[CH3:2].C(Cl)Cl.[F:18][C:19]([F:32])([F:31])[S:20](O[S:20]([C:19]([F:32])([F:31])[F:18])(=[O:22])=[O:21])(=[O:22])=[O:21]. (5) The reactants are [CH2:1]1[CH2:10][O:9][CH:8]2[CH:3]([CH2:4][C:5]([C:13]3[CH:18]=[CH:17][CH:16]=[CH:15][CH:14]=3)([C:11]#N)[CH2:6][CH2:7]2)[O:2]1.CC(C[AlH]CC(C)C)C.Cl.C(=O)(O)[O-:30].[Na+]. The catalyst is C1(C)C=CC=CC=1. The product is [CH2:1]1[CH2:10][O:9][C:3]2([CH2:8][CH2:7][CH2:6][C:5]([C:13]3[CH:18]=[CH:17][CH:16]=[CH:15][CH:14]=3)([CH:11]=[O:30])[CH2:4]2)[O:2]1. The yield is 0.850. (6) The reactants are [ClH:1].C(N(CC)CCNC(C1C=CC2C(=CC=C(I)C=2)C=1)=O)C.[CH2:23]([N:25]([CH2:46][CH3:47])[CH2:26][CH2:27][NH:28][C:29]([C:31]1[C:44]2[C:35](=[CH:36][C:37]3[C:42]([N:43]=2)=[CH:41][C:40]([I:45])=[CH:39][CH:38]=3)[CH:34]=[CH:33][CH:32]=1)=[O:30])[CH3:24].[K+].[Br-]. No catalyst specified. The product is [ClH:1].[ClH:1].[CH2:46]([N:25]([CH2:23][CH3:24])[CH2:26][CH2:27][NH:28][C:29]([C:31]1[C:44]2[C:35](=[CH:36][C:37]3[C:42]([N:43]=2)=[CH:41][C:40]([I:45])=[CH:39][CH:38]=3)[CH:34]=[CH:33][CH:32]=1)=[O:30])[CH3:47]. The yield is 0.720. (7) The reactants are [C:1]([C:3]1[CH:8]=[CH:7][C:6]([N:9]2[C:13]([CH2:14][N:15]([CH3:26])[CH2:16][CH2:17][NH:18]C(=O)OC(C)(C)C)=[CH:12][N:11]=[N:10]2)=[CH:5][CH:4]=1)#[N:2].O.CC#N. The catalyst is ClCCl.FC(F)(F)C(O)=O. The product is [NH2:18][CH2:17][CH2:16][N:15]([CH2:14][C:13]1[N:9]([C:6]2[CH:5]=[CH:4][C:3]([C:1]#[N:2])=[CH:8][CH:7]=2)[N:10]=[N:11][CH:12]=1)[CH3:26]. The yield is 0.580.